From a dataset of Full USPTO retrosynthesis dataset with 1.9M reactions from patents (1976-2016). Predict the reactants needed to synthesize the given product. (1) Given the product [NH2:10][C:4]1[CH:3]=[C:2]([Cl:1])[CH:7]=[CH:6][C:5]=1[CH2:8][OH:9], predict the reactants needed to synthesize it. The reactants are: [Cl:1][C:2]1[CH:7]=[CH:6][C:5]([CH2:8][OH:9])=[C:4]([N+:10]([O-])=O)[CH:3]=1. (2) Given the product [Cl:25][C:26]1[CH:27]=[C:28]([NH:33][C:34]2[C:35]3[CH:43]=[C:42]([NH:44][C:22](=[O:24])[CH2:21][P:16](=[O:17])([O:15][CH2:13][CH3:14])[O:18][CH2:19][CH3:20])[N:41]=[CH:40][C:36]=3[N:37]=[CH:38][N:39]=2)[CH:29]=[CH:30][C:31]=1[Cl:32], predict the reactants needed to synthesize it. The reactants are: C1N=CN(C(N2C=NC=C2)=O)C=1.[CH2:13]([O:15][P:16]([CH2:21][C:22]([OH:24])=O)([O:18][CH2:19][CH3:20])=[O:17])[CH3:14].[Cl:25][C:26]1[CH:27]=[C:28]([NH:33][C:34]2[C:35]3[CH:43]=[C:42]([NH2:44])[N:41]=[CH:40][C:36]=3[N:37]=[CH:38][N:39]=2)[CH:29]=[CH:30][C:31]=1[Cl:32].CC(N(C)C)=O. (3) Given the product [OH:2][CH2:3][P:4]([CH2:7][OH:8])[CH2:5][OH:6].[Cl-:1].[OH:2][CH2:3][P+:4]([CH2:9][OH:10])([CH2:7][OH:8])[CH2:5][OH:6], predict the reactants needed to synthesize it. The reactants are: [Cl-:1].[OH:2][CH2:3][P+:4]([CH2:9][OH:10])([CH2:7][OH:8])[CH2:5][OH:6].C(O)(C)C. (4) Given the product [CH3:23][O:22][C:19]1[CH:18]=[CH:17][C:16]([C@@H:15]([CH3:25])[C:14]([N:9]2[C@@H:8]([CH2:1][C:2]3[CH:7]=[CH:6][CH:5]=[CH:4][CH:3]=3)[CH2:12][O:11][C:10]2=[O:13])=[O:24])=[CH:21][CH:20]=1, predict the reactants needed to synthesize it. The reactants are: [CH2:1]([C@H:8]1[CH2:12][O:11][C:10](=[O:13])[N:9]1[C:14](=[O:24])[CH2:15][C:16]1[CH:21]=[CH:20][C:19]([O:22][CH3:23])=[CH:18][CH:17]=1)[C:2]1[CH:7]=[CH:6][CH:5]=[CH:4][CH:3]=1.[CH:25]([N-]C(C)C)(C)C.[Li+].IC. (5) Given the product [OH:10][C:11]1([C:30]2[CH:40]=[CH:39][C:33]([O:34][CH2:35][C:36]([N:45]([CH2:44][CH2:43][O:42][CH3:41])[CH3:46])=[O:37])=[CH:32][CH:31]=2)[CH2:16][CH2:15][N:14]([C:17]2[CH:18]=[CH:19][C:20]3[N:21]([C:23]([C:26]([F:28])([F:27])[F:29])=[N:24][N:25]=3)[N:22]=2)[CH2:13][CH2:12]1, predict the reactants needed to synthesize it. The reactants are: CCN(C(C)C)C(C)C.[OH:10][C:11]1([C:30]2[CH:40]=[CH:39][C:33]([O:34][CH2:35][C:36](O)=[O:37])=[CH:32][CH:31]=2)[CH2:16][CH2:15][N:14]([C:17]2[CH:18]=[CH:19][C:20]3[N:21]([C:23]([C:26]([F:29])([F:28])[F:27])=[N:24][N:25]=3)[N:22]=2)[CH2:13][CH2:12]1.[CH3:41][O:42][CH2:43][CH2:44][NH:45][CH3:46].CN(C(ON1N=NC2C=CC=NC1=2)=[N+](C)C)C.F[P-](F)(F)(F)(F)F. (6) Given the product [OH:1][CH2:2][C:3]([CH3:27])([CH3:26])[CH2:4][NH:5][C:6]([C:8]1[C:16]2[C:11](=[N:12][CH:13]=[C:14]([CH:45]3[CH2:46][CH2:41]3)[N:15]=2)[N:10]([CH2:18][O:19][CH2:20][CH2:21][Si:22]([CH3:25])([CH3:24])[CH3:23])[CH:9]=1)=[O:7], predict the reactants needed to synthesize it. The reactants are: [OH:1][CH2:2][C:3]([CH3:27])([CH3:26])[CH2:4][NH:5][C:6]([C:8]1[C:16]2[C:11](=[N:12][CH:13]=[C:14](Br)[N:15]=2)[N:10]([CH2:18][O:19][CH2:20][CH2:21][Si:22]([CH3:25])([CH3:24])[CH3:23])[CH:9]=1)=[O:7].C1(P([CH:41]2[CH2:46][CH2:45]CCC2)C2CCCCC2)CCCCC1.C1(B(O)O)CC1.[O-]P([O-])([O-])=O.[K+].[K+].[K+].C(=O)(O)[O-].[Na+]. (7) Given the product [Cl:21][CH2:20][CH2:19][CH2:18][O:1][C:2]1[CH:15]=[CH:14][C:13]2[S:12][C:11]3[C:6](=[CH:7][CH:8]=[CH:9][CH:10]=3)[C:5](=[O:16])[C:4]=2[CH:3]=1, predict the reactants needed to synthesize it. The reactants are: [OH:1][C:2]1[CH:15]=[CH:14][C:13]2[S:12][C:11]3[C:6](=[CH:7][CH:8]=[CH:9][CH:10]=3)[C:5](=[O:16])[C:4]=2[CH:3]=1.Br[CH2:18][CH2:19][CH2:20][Cl:21].C(=O)([O-])[O-].[K+].[K+].C(OCC)(=O)C. (8) The reactants are: FC(F)(F)C(O)=O.[NH:8]1[CH2:12][CH2:11][C@H:10]([CH2:13][NH:14][C:15]([C:17]2[NH:18][C:19]3[C:24]([CH:25]=2)=[CH:23][CH:22]=[C:21]([Cl:26])[CH:20]=3)=[O:16])[CH2:9]1.[N+](C1C=CC([O:36][C:37](=O)[NH:38][C:39]2[CH:44]=[CH:43][C:42]([N:45]3[CH:50]=[CH:49][CH:48]=[CH:47][C:46]3=[O:51])=[CH:41][C:40]=2[F:52])=CC=1)([O-])=O. Given the product [F:52][C:40]1[CH:41]=[C:42]([N:45]2[CH:50]=[CH:49][CH:48]=[CH:47][C:46]2=[O:51])[CH:43]=[CH:44][C:39]=1[NH:38][C:37]([N:8]1[CH2:12][CH2:11][C@H:10]([CH2:13][NH:14][C:15]([C:17]2[NH:18][C:19]3[C:24]([CH:25]=2)=[CH:23][CH:22]=[C:21]([Cl:26])[CH:20]=3)=[O:16])[CH2:9]1)=[O:36], predict the reactants needed to synthesize it. (9) Given the product [NH2:47][C:46]1[C:41]2[CH:40]=[CH:39][N:38]([C@@H:37]3[CH2:36][C@H:35]([CH2:48][N:49]([CH:50]([CH3:51])[CH3:52])[CH2:13][CH2:14][CH2:11][CH2:10][C:8]4[NH:7][C:6]5[CH:25]=[CH:26][C:3]([C:2]([F:1])([F:27])[F:28])=[CH:4][C:5]=5[N:9]=4)[C@@H:33]([OH:34])[C@H:32]3[OH:31])[C:42]=2[N:43]=[CH:44][N:45]=1, predict the reactants needed to synthesize it. The reactants are: [F:1][C:2]([F:28])([F:27])[C:3]1[CH:26]=[CH:25][C:6]2[N:7](COCC[Si](C)(C)C)[C:8]([CH2:10][CH:11]3[CH2:14][CH:13](C=O)C3)=[N:9][C:5]=2[CH:4]=1.CC1(C)[O:34][C@@H:33]2[C@@H:35]([CH2:48][NH:49][CH:50]([CH3:52])[CH3:51])[CH2:36][C@@H:37]([N:38]3[C:42]4[N:43]=[CH:44][N:45]=[C:46]([NH2:47])[C:41]=4[CH:40]=[CH:39]3)[C@@H:32]2[O:31]1.[O-]S([O-])(=O)=O.[Mg+2].C([O-])(O)=O.[Na+]. (10) Given the product [CH3:1][C:2]([CH3:10])([C:4](=[O:9])[CH2:5][CH:6]([NH:21][CH:18]([CH3:20])[CH3:19])[CH3:7])[CH3:3], predict the reactants needed to synthesize it. The reactants are: [CH3:1][C:2]([CH3:10])([C:4](=[O:9])[CH2:5][C:6](=O)[CH3:7])[CH3:3].S([O-])([O-])(=O)=O.[Na+].[Na+].[CH:18]([NH2:21])([CH3:20])[CH3:19].